Dataset: Full USPTO retrosynthesis dataset with 1.9M reactions from patents (1976-2016). Task: Predict the reactants needed to synthesize the given product. (1) Given the product [Cl:27][C:28]1[N:32]([C:6]2[N:7]=[CH:2][N:3]=[C:4]([NH:8][C:9]3[CH:10]=[C:11]([O:25][CH3:26])[C:12]([O:17][CH2:18][CH2:19][N:20]4[CH:24]=[CH:23][N:22]=[N:21]4)=[C:13]([O:15][CH3:16])[CH:14]=3)[N:5]=2)[C:31]2[CH:33]=[CH:34][CH:35]=[CH:36][C:30]=2[N:29]=1, predict the reactants needed to synthesize it. The reactants are: Cl[C:2]1[N:7]=[CH:6][N:5]=[C:4]([NH:8][C:9]2[CH:14]=[C:13]([O:15][CH3:16])[C:12]([O:17][CH2:18][CH2:19][N:20]3[CH:24]=[CH:23][N:22]=[N:21]3)=[C:11]([O:25][CH3:26])[CH:10]=2)[N:3]=1.[Cl:27][C:28]1[NH:29][C:30]2[CH:36]=[CH:35][CH:34]=[CH:33][C:31]=2[N:32]=1.C([O-])([O-])=O.[K+].[K+]. (2) Given the product [Br:1][CH2:2][CH2:3][C:4]1[CH:9]=[CH:8][C:7]([CH2:10][O:11][CH3:14])=[CH:6][CH:5]=1, predict the reactants needed to synthesize it. The reactants are: [Br:1][CH2:2][CH2:3][C:4]1[CH:9]=[CH:8][C:7]([CH2:10][OH:11])=[CH:6][CH:5]=1.[H-].[Na+].[CH3:14]O.O. (3) Given the product [NH2:1][C:2]1[C:11]2[C:6](=[CH:7][C:8]([CH2:12][N:13]3[CH2:18][CH2:17][N:16]([CH2:19][C:20]#[C:21][C:35]4[CH:34]=[CH:33][CH:32]=[CH:31][C:30]=4[C:25]4[CH:24]=[CH:29][CH:28]=[CH:27][CH:26]=4)[CH2:15][C:14]3=[O:22])=[CH:9][CH:10]=2)[N:5]=[CH:4][N:3]=1, predict the reactants needed to synthesize it. The reactants are: [NH2:1][C:2]1[C:11]2[C:6](=[CH:7][C:8]([CH2:12][N:13]3[CH2:18][CH2:17][N:16]([CH2:19][C:20]#[CH:21])[CH2:15][C:14]3=[O:22])=[CH:9][CH:10]=2)[N:5]=[CH:4][N:3]=1.Br[C:24]1[CH:29]=[CH:28][CH:27]=[CH:26][C:25]=1[C:30]1[CH:35]=[CH:34][CH:33]=[CH:32][CH:31]=1.CCN(CC)CC.